This data is from Retrosynthesis with 50K atom-mapped reactions and 10 reaction types from USPTO. The task is: Predict the reactants needed to synthesize the given product. Given the product CS(=O)(=O)c1cccc(Nc2cccn3nc(Cl)nc23)c1, predict the reactants needed to synthesize it. The reactants are: CS(=O)(=O)c1cccc(N)c1.Clc1nc2c(Br)cccn2n1.